This data is from Full USPTO retrosynthesis dataset with 1.9M reactions from patents (1976-2016). The task is: Predict the reactants needed to synthesize the given product. Given the product [CH3:34][O:33][CH2:32][CH2:31][CH2:30][CH2:29][N:28]1[C:27]2[CH:35]=[CH:36][CH:37]=[CH:38][C:26]=2[N:25]=[C:24]1[C:22]([N:17]([CH2:18][CH:19]([CH3:20])[CH3:21])[C@H:15]1[CH2:16][C@@H:11]([C:9]2[N:2]=[CH:4][O:7][N:10]=2)[CH2:12][N:13]([C:39]([O:41][C:42]([CH3:43])([CH3:45])[CH3:44])=[O:40])[CH2:14]1)=[O:23], predict the reactants needed to synthesize it. The reactants are: Cl.[NH2:2]O.[C:4](=[O:7])([O-])O.[Na+].[C:9]([C@@H:11]1[CH2:16][C@H:15]([N:17]([C:22]([C:24]2[N:28]([CH2:29][CH2:30][CH2:31][CH2:32][O:33][CH3:34])[C:27]3[CH:35]=[CH:36][CH:37]=[CH:38][C:26]=3[N:25]=2)=[O:23])[CH2:18][CH:19]([CH3:21])[CH3:20])[CH2:14][N:13]([C:39]([O:41][C:42]([CH3:45])([CH3:44])[CH3:43])=[O:40])[CH2:12]1)#[N:10].